The task is: Predict the reactants needed to synthesize the given product.. This data is from Full USPTO retrosynthesis dataset with 1.9M reactions from patents (1976-2016). Given the product [CH:6]12[CH2:7][CH:11]([CH2:12][CH2:8]1)[CH:10]=[CH:9]2.[CH2:1]=[CH2:2].[C:1]([O:5][C:6]([CH3:9])([CH3:8])[CH3:7])(=[O:4])[CH:2]=[CH2:3], predict the reactants needed to synthesize it. The reactants are: [C:1]([O:5][C:6]([CH3:9])([CH3:8])[CH3:7])(=[O:4])[CH:2]=[CH2:3].[CH3:10][CH2:11][C:12](C)=O.